Dataset: Full USPTO retrosynthesis dataset with 1.9M reactions from patents (1976-2016). Task: Predict the reactants needed to synthesize the given product. (1) Given the product [CH:1]1([C:4]2[CH:5]=[C:6]([CH3:36])[C:7](=[O:35])[N:8]([CH2:20][CH2:21][C:22]3[CH:23]=[CH:24][C:25]([C:26]([OH:28])=[O:27])=[CH:33][CH:34]=3)[C:9]=2[CH2:10][N:11]2[CH2:15][CH2:14][CH2:13][C@@H:12]2[CH2:16][CH:17]([CH3:18])[CH3:19])[CH2:2][CH2:3]1, predict the reactants needed to synthesize it. The reactants are: [CH:1]1([C:4]2[CH:5]=[C:6]([CH3:36])[C:7](=[O:35])[N:8]([CH2:20][CH2:21][C:22]3[CH:34]=[CH:33][C:25]([C:26]([O:28]C(C)(C)C)=[O:27])=[CH:24][CH:23]=3)[C:9]=2[CH2:10][N:11]2[CH2:15][CH2:14][CH2:13][C@@H:12]2[CH2:16][CH:17]([CH3:19])[CH3:18])[CH2:3][CH2:2]1.FC(F)(F)C(O)=O. (2) Given the product [C:5]1([CH2:2][CH2:1][CH2:3][NH:4][C:12]([C:11]2([CH:8]([CH3:9])[CH3:7])[CH2:6][CH2:5][CH2:2][CH2:1][CH2:3]2)=[O:13])[CH:6]=[CH:7][CH:8]=[CH:9][CH:10]=1, predict the reactants needed to synthesize it. The reactants are: [CH2:1]1[C@@H:3]([NH2:4])[C@@H:2]1[C:5]1[CH:10]=[CH:9][CH:8]=[CH:7][CH:6]=1.[CH3:11][CH2:12][OH:13].